From a dataset of Reaction yield outcomes from USPTO patents with 853,638 reactions. Predict the reaction yield, written as a fraction of the theoretical maximum amount of product (1.0 means a 100% yield; for example, 0.34 means a 34% yield). (1) The reactants are B(F)(F)F.CCOCC.[C:10]([CH2:12][C:13]1([N:30]2[CH:34]=[C:33]([C:35]3[C:36]4[CH:43]=[CH:42][N:41](COCC[Si](C)(C)C)[C:37]=4[N:38]=[CH:39][N:40]=3)[CH:32]=[N:31]2)[CH2:16][N:15]([C:17]2[CH:28]=[CH:27][C:20]([C:21]([NH:23][CH:24]([CH3:26])[CH3:25])=[O:22])=[CH:19][C:18]=2[F:29])[CH2:14]1)#[N:11].[OH-].[NH4+].C([O-])(O)=O.[Na+]. The catalyst is C(#N)C.O. The product is [C:10]([CH2:12][C:13]1([N:30]2[CH:34]=[C:33]([C:35]3[C:36]4[CH:43]=[CH:42][NH:41][C:37]=4[N:38]=[CH:39][N:40]=3)[CH:32]=[N:31]2)[CH2:16][N:15]([C:17]2[CH:28]=[CH:27][C:20]([C:21]([NH:23][CH:24]([CH3:26])[CH3:25])=[O:22])=[CH:19][C:18]=2[F:29])[CH2:14]1)#[N:11]. The yield is 0.630. (2) The reactants are C[O:2][C:3]([C:5]1[N:13]([CH2:14][CH2:15][O:16][Si:17]([CH:24]([CH3:26])[CH3:25])([CH:21]([CH3:23])[CH3:22])[CH:18]([CH3:20])[CH3:19])[C:12]2[CH:11]=[CH:10][N:9]=[CH:8][C:7]=2[C:6]=1[NH:27][C:28]1[CH:33]=[CH:32][C:31]([I:34])=[CH:30][C:29]=1[F:35])=O.[OH-].[Na+].[Cl-].[NH4+].C([N:43](C(C)C)CC)(C)C.CN(C(ON1N=NC2C=CC=NC1=2)=[N+](C)C)C.F[P-](F)(F)(F)(F)F. The catalyst is C(O)C. The product is [F:35][C:29]1[CH:30]=[C:31]([I:34])[CH:32]=[CH:33][C:28]=1[NH:27][C:6]1[C:7]2[CH:8]=[N:9][CH:10]=[CH:11][C:12]=2[N:13]([CH2:14][CH2:15][O:16][Si:17]([CH:18]([CH3:19])[CH3:20])([CH:21]([CH3:22])[CH3:23])[CH:24]([CH3:26])[CH3:25])[C:5]=1[C:3]([NH2:43])=[O:2]. The yield is 0.800. (3) The yield is 0.510. The reactants are [CH2:1]([N:8]1[C:17](=[O:18])[C:16]2[C:11](=[CH:12][C:13]([Cl:19])=[CH:14][CH:15]=2)[N:10]=[C:9]1[CH:20]([N:24]([CH2:34][C:35](=O)[CH2:36][CH2:37][N:38]1[C:46](=[O:47])[C:45]2[C:40](=[CH:41][CH:42]=[CH:43][CH:44]=2)[C:39]1=[O:48])[C:25](=O)[C:26]1[CH:31]=[CH:30][C:29]([CH3:32])=[CH:28][CH:27]=1)[CH:21]([CH3:23])[CH3:22])[C:2]1[CH:7]=[CH:6][CH:5]=[CH:4][CH:3]=1.C([O-])(=O)C.[NH4+:54]. The product is [CH2:1]([N:8]1[C:17](=[O:18])[C:16]2[C:11](=[CH:12][C:13]([Cl:19])=[CH:14][CH:15]=2)[N:10]=[C:9]1[CH:20]([N:24]1[CH:34]=[C:35]([CH2:36][CH2:37][N:38]2[C:46](=[O:47])[C:45]3[C:40](=[CH:41][CH:42]=[CH:43][CH:44]=3)[C:39]2=[O:48])[N:54]=[C:25]1[C:26]1[CH:27]=[CH:28][C:29]([CH3:32])=[CH:30][CH:31]=1)[CH:21]([CH3:23])[CH3:22])[C:2]1[CH:3]=[CH:4][CH:5]=[CH:6][CH:7]=1. The catalyst is C(O)(=O)C. (4) No catalyst specified. The reactants are COC1C=CC(C[N:8](CC2C=CC(OC)=CC=2)[C:9]2[N:14]=[CH:13][C:12]([C:15]3[C:16]4[CH2:29][CH2:28][NH:27][C:17]=4[N:18]=[C:19]([N:21]4[CH2:26][CH2:25][O:24][CH2:23][CH2:22]4)[N:20]=3)=[CH:11][N:10]=2)=CC=1.Cl[C:42]([O:44][CH2:45][CH2:46][O:47][CH3:48])=[O:43]. The product is [CH3:48][O:47][CH2:46][CH2:45][O:44][C:42]([N:27]1[C:17]2[N:18]=[C:19]([N:21]3[CH2:26][CH2:25][O:24][CH2:23][CH2:22]3)[N:20]=[C:15]([C:12]3[CH:11]=[N:10][C:9]([NH2:8])=[N:14][CH:13]=3)[C:16]=2[CH2:29][CH2:28]1)=[O:43]. The yield is 0.720. (5) The reactants are [C:1]([O:5][C:6]([N:8]1[CH2:12][CH2:11][CH:10]([C:13]2[CH:14]=[C:15]([CH:19]=[CH:20][CH:21]=2)[C:16]([OH:18])=O)[CH2:9]1)=[O:7])([CH3:4])([CH3:3])[CH3:2].C1C=CC2N(O)N=NC=2C=1.CCN=C=NCCCN(C)C.[NH2:43][CH2:44][CH:45]([OH:57])[CH2:46][N:47]1[CH2:56][CH2:55][C:54]2[C:49](=[CH:50][CH:51]=[CH:52][CH:53]=2)[CH2:48]1. The catalyst is CN(C=O)C.O. The product is [CH2:48]1[C:49]2[C:54](=[CH:53][CH:52]=[CH:51][CH:50]=2)[CH2:55][CH2:56][N:47]1[CH2:46][CH:45]([OH:57])[CH2:44][NH:43][C:16]([C:15]1[CH:14]=[C:13]([CH:10]2[CH2:11][CH2:12][N:8]([C:6]([O:5][C:1]([CH3:2])([CH3:3])[CH3:4])=[O:7])[CH2:9]2)[CH:21]=[CH:20][CH:19]=1)=[O:18]. The yield is 0.920. (6) The reactants are [NH:1]1[C:9]2[C:4](=[N:5][CH:6]=[CH:7][CH:8]=2)[C:3]([C:10]([C@H:12]2[CH2:16][CH2:15][CH2:14][N:13]2C(OCC)=O)=O)=[CH:2]1.[H-].[Al+3].[Li+].[H-].[H-].[H-]. The catalyst is O1CCCC1. The product is [NH:13]1[CH2:14][CH2:15][CH2:16][C@@H:12]1[CH2:10][C:3]1[C:4]2=[N:5][CH:6]=[CH:7][CH:8]=[C:9]2[NH:1][CH:2]=1. The yield is 0.680. (7) The reactants are C(O)(=O)C.O=[CH:6][CH2:7][CH2:8][NH:9][C:10](=[O:16])[O:11][C:12]([CH3:15])([CH3:14])[CH3:13].[NH2:17][C@:18]12[CH2:53][CH2:52][C@@H:51]([C:54]([CH3:56])=[CH2:55])[C@@H:19]1[C@@H:20]1[C@@:33]([CH3:36])([CH2:34][CH2:35]2)[C@@:32]2([CH3:37])[C@@H:23]([C@:24]3([CH3:50])[C@@H:29]([CH2:30][CH2:31]2)[C:28]([CH3:39])([CH3:38])[C:27]([C:40]2[CH:49]=[CH:48][C:43]([C:44]([O:46][CH3:47])=[O:45])=[CH:42][CH:41]=2)=[CH:26][CH2:25]3)[CH2:22][CH2:21]1.C(O[BH-](OC(=O)C)OC(=O)C)(=O)C.[Na+]. The catalyst is CCO.O1CCOCC1. The product is [C:12]([O:11][C:10]([NH:9][CH2:8][CH2:7][CH2:6][NH:17][C@:18]12[CH2:53][CH2:52][C@@H:51]([C:54]([CH3:56])=[CH2:55])[C@@H:19]1[C@@H:20]1[C@@:33]([CH3:36])([CH2:34][CH2:35]2)[C@@:32]2([CH3:37])[C@@H:23]([C@:24]3([CH3:50])[C@@H:29]([CH2:30][CH2:31]2)[C:28]([CH3:38])([CH3:39])[C:27]([C:40]2[CH:41]=[CH:42][C:43]([C:44]([O:46][CH3:47])=[O:45])=[CH:48][CH:49]=2)=[CH:26][CH2:25]3)[CH2:22][CH2:21]1)=[O:16])([CH3:15])([CH3:14])[CH3:13]. The yield is 0.540. (8) The reactants are [C:1]([CH:3]([C:8]1[CH:13]=[CH:12][CH:11]=[CH:10][CH:9]=1)[C:4]([NH:6][NH2:7])=[O:5])#[N:2].[CH3:14][C:15](=O)[CH2:16][C:17](=O)[CH3:18]. No catalyst specified. The product is [CH3:14][C:15]1[CH:16]=[C:17]([CH3:18])[N:7]2[N:6]=[C:4]([OH:5])[C:3]([C:8]3[CH:13]=[CH:12][CH:11]=[CH:10][CH:9]=3)=[C:1]2[N:2]=1. The yield is 0.270. (9) The reactants are [F:1][C:2]1[CH:7]=[C:6]([F:8])[CH:5]=[CH:4][C:3]=1[N:9]1[CH2:14][CH2:13][N:12]([S:15]([C:18]2[CH:23]=[CH:22][C:21]([C:24](=[O:26])[CH3:25])=[CH:20][CH:19]=2)(=[O:17])=[O:16])[C@H:11]([CH3:27])[CH2:10]1.[Li][CH3:29]. The catalyst is C1COCC1. The product is [F:1][C:2]1[CH:7]=[C:6]([F:8])[CH:5]=[CH:4][C:3]=1[N:9]1[CH2:14][CH2:13][N:12]([S:15]([C:18]2[CH:23]=[CH:22][C:21]([C:24]([OH:26])([CH3:29])[CH3:25])=[CH:20][CH:19]=2)(=[O:17])=[O:16])[C@H:11]([CH3:27])[CH2:10]1. The yield is 0.730. (10) The reactants are Br[C:2]1[C:14]2[C:13]3[C:8](=[CH:9][C:10]([C:15]([OH:18])([CH3:17])[CH3:16])=[CH:11][CH:12]=3)[NH:7][C:6]=2[C:5]([C:19]([NH2:21])=[O:20])=[CH:4][C:3]=1[Cl:22].[F:23][C:24]1[CH:33]=[C:32]2[C:27]([C:28](=[O:52])[N:29]([C:36]3[CH:41]=[CH:40][CH:39]=[C:38](B4OC(C)(C)C(C)(C)O4)[C:37]=3[CH3:51])[C:30](=[O:35])[N:31]2[CH3:34])=[CH:26][CH:25]=1.C([O-])([O-])=O.[Cs+].[Cs+]. The catalyst is C1COCC1.O.C1C=CC(P(C2C=CC=CC=2)[C-]2C=CC=C2)=CC=1.C1C=CC(P(C2C=CC=CC=2)[C-]2C=CC=C2)=CC=1.Cl[Pd]Cl.[Fe+2].C(Cl)Cl. The product is [Cl:22][C:3]1[CH:4]=[C:5]([C:19]([NH2:21])=[O:20])[C:6]2[NH:7][C:8]3[C:13]([C:14]=2[C:2]=1[C:38]1[CH:39]=[CH:40][CH:41]=[C:36]([N:29]2[C:28](=[O:52])[C:27]4[C:32](=[CH:33][C:24]([F:23])=[CH:25][CH:26]=4)[N:31]([CH3:34])[C:30]2=[O:35])[C:37]=1[CH3:51])=[CH:12][CH:11]=[C:10]([C:15]([OH:18])([CH3:17])[CH3:16])[CH:9]=3. The yield is 0.530.